This data is from Reaction yield outcomes from USPTO patents with 853,638 reactions. The task is: Predict the reaction yield, written as a fraction of the theoretical maximum amount of product (1.0 means a 100% yield; for example, 0.34 means a 34% yield). (1) The reactants are [Br:1][C:2]1[N:7]=[C:6]([NH:8][C:9]2[CH:10]=[CH:11][C:12]([N:15]3[CH2:20][CH2:19][N:18](C(OC(C)(C)C)=O)[CH2:17][CH2:16]3)=[N:13][CH:14]=2)[C:5](=[O:28])[N:4]([CH3:29])[CH:3]=1.Cl.O1CCOCC1. The catalyst is ClCCl. The product is [Br:1][C:2]1[N:7]=[C:6]([NH:8][C:9]2[CH:14]=[N:13][C:12]([N:15]3[CH2:20][CH2:19][NH:18][CH2:17][CH2:16]3)=[CH:11][CH:10]=2)[C:5](=[O:28])[N:4]([CH3:29])[CH:3]=1. The yield is 0.910. (2) The reactants are [Cl:1][C:2]1[CH:7]=[N:6][NH:5][C:4](=[O:8])[C:3]=1[NH:9][CH2:10][CH2:11][CH2:12][N:13]([CH2:15][CH2:16][C:17]1[CH:22]=[CH:21][C:20]([O:23][CH3:24])=[C:19]([O:25][CH3:26])[CH:18]=1)[CH3:14].CO.[C:29]([OH:36])(=[O:35])/[CH:30]=[CH:31]/[C:32]([OH:34])=[O:33]. The catalyst is O. The product is [C:29]([OH:36])(=[O:35])/[CH:30]=[CH:31]/[C:32]([OH:34])=[O:33].[Cl:1][C:2]1[CH:7]=[N:6][NH:5][C:4](=[O:8])[C:3]=1[NH:9][CH2:10][CH2:11][CH2:12][N:13]([CH2:15][CH2:16][C:17]1[CH:22]=[CH:21][C:20]([O:23][CH3:24])=[C:19]([O:25][CH3:26])[CH:18]=1)[CH3:14]. The yield is 0.890. (3) The reactants are [Cl:1][C:2]1[CH:7]=[CH:6][C:5]([C:8]2[O:12][C:11]([CH3:14])([CH3:13])[C:10](=[O:15])[CH:9]=2)=[CH:4][CH:3]=1.C1C(=O)N([Br:23])C(=O)C1. The catalyst is C(Cl)(Cl)Cl.C(Cl)Cl. The product is [Br:23][C:9]1[C:10](=[O:15])[C:11]([CH3:13])([CH3:14])[O:12][C:8]=1[C:5]1[CH:6]=[CH:7][C:2]([Cl:1])=[CH:3][CH:4]=1. The yield is 0.510. (4) The reactants are [C:1]([Si:5]([O:8][C:9]1[CH:14]=[C:13]([F:15])[C:12]([F:16])=[CH:11][C:10]=1[O:17][CH3:18])([CH3:7])[CH3:6])([CH3:4])([CH3:3])[CH3:2].C([Li])CCC.CN(C)[CH:26]=[O:27].[Cl-].[NH4+]. The catalyst is O1CCCC1.O. The product is [C:1]([Si:5]([CH3:7])([CH3:6])[O:8][C:9]1[C:10]([O:17][CH3:18])=[C:11]([C:12]([F:16])=[C:13]([F:15])[CH:14]=1)[CH:26]=[O:27])([CH3:4])([CH3:3])[CH3:2]. The yield is 0.690. (5) The reactants are [H-].[Na+].[F:3][C:4]1[CH:9]=[C:8]([I:10])[CH:7]=[CH:6][C:5]=1[NH:11][C:12]1[C:21]2[C:20](=[O:22])[NH:19][CH:18]=[N:17][C:16]=2[N:15]([CH3:23])[C:14](=[O:24])[C:13]=1[CH3:25].Cl[CH2:27][C@H:28]1[CH2:32][O:31]C(C)(C)[O:29]1. The catalyst is CN(C=O)C. The product is [OH:29][C@H:28]([CH2:32][OH:31])[CH2:27][N:19]1[C:20](=[O:22])[C:21]2[C:12]([NH:11][C:5]3[CH:6]=[CH:7][C:8]([I:10])=[CH:9][C:4]=3[F:3])=[C:13]([CH3:25])[C:14](=[O:24])[N:15]([CH3:23])[C:16]=2[N:17]=[CH:18]1. The yield is 0.250. (6) The reactants are [C:1]([C:3]1[CH:4]=[CH:5][C:6]([C:9]([NH:11][C:12]2[N:17]=[C:16]([C@:18]3([CH3:36])[CH2:23][C@@H:22]([C:24]([F:27])([F:26])[F:25])[O:21][C:20]([NH:28]C(=O)OC(C)(C)C)=[N:19]3)[C:15]([F:37])=[CH:14][CH:13]=2)=[O:10])=[N:7][CH:8]=1)#[N:2].C(O)(C(F)(F)F)=O.CO. The catalyst is ClCCl.C(OCC)(=O)C. The product is [NH2:28][C:20]1[O:21][C@H:22]([C:24]([F:25])([F:27])[F:26])[CH2:23][C@:18]([C:16]2[N:17]=[C:12]([NH:11][C:9](=[O:10])[C:6]3[CH:5]=[CH:4][C:3]([C:1]#[N:2])=[CH:8][N:7]=3)[CH:13]=[CH:14][C:15]=2[F:37])([CH3:36])[N:19]=1. The yield is 0.734. (7) The reactants are [CH3:1][O:2][C:3]1[CH:8]=[C:7]([N+:9]([O-])=O)[CH:6]=[CH:5][C:4]=1[N:12]1[CH:16]=[C:15]([CH3:17])[N:14]=[CH:13]1. The catalyst is [Pd].CO. The product is [CH3:1][O:2][C:3]1[CH:8]=[C:7]([CH:6]=[CH:5][C:4]=1[N:12]1[CH:16]=[C:15]([CH3:17])[N:14]=[CH:13]1)[NH2:9]. The yield is 1.00. (8) The reactants are [Br:1][C:2]1[CH:3]=[N:4][N:5]2[C:10](Cl)=[CH:9][C:8]([C:12]3[CH:17]=[CH:16][CH:15]=[CH:14][C:13]=3[Cl:18])=[N:7][C:6]=12.[C:19]([O:23][C:24]([N:26]1[CH2:31][CH2:30][CH2:29][CH2:28][CH:27]1[CH2:32][CH2:33][NH2:34])=[O:25])([CH3:22])([CH3:21])[CH3:20].C(N(C(C)C)CC)(C)C. The catalyst is O1CCOCC1. The product is [C:19]([O:23][C:24]([N:26]1[CH2:31][CH2:30][CH2:29][CH2:28][CH:27]1[CH2:32][CH2:33][NH:34][C:10]1[N:5]2[N:4]=[CH:3][C:2]([Br:1])=[C:6]2[N:7]=[C:8]([C:12]2[CH:17]=[CH:16][CH:15]=[CH:14][C:13]=2[Cl:18])[CH:9]=1)=[O:25])([CH3:22])([CH3:21])[CH3:20]. The yield is 0.790.